Dataset: Catalyst prediction with 721,799 reactions and 888 catalyst types from USPTO. Task: Predict which catalyst facilitates the given reaction. (1) Reactant: [O:1]=[S:2]1(=[O:32])[C:7]2[CH:8]=[CH:9][CH:10]=[CH:11][C:6]=2[NH:5][C:4]([C:12]2[C:13](=[O:31])[N:14]([N:23]=[C:24]([C:26]3[CH:30]=[CH:29][S:28][CH:27]=3)[CH3:25])[C:15]3[C:20]([C:21]=2[OH:22])=[CH:19][CH:18]=[CH:17][CH:16]=3)=[N:3]1.CO.[BH4-].[Li+].Cl. Product: [O:32]=[S:2]1(=[O:1])[C:7]2[CH:8]=[CH:9][CH:10]=[CH:11][C:6]=2[NH:5][C:4]([C:12]2[C:13](=[O:31])[N:14]([NH:23][CH:24]([C:26]3[CH:30]=[CH:29][S:28][CH:27]=3)[CH3:25])[C:15]3[C:20]([C:21]=2[OH:22])=[CH:19][CH:18]=[CH:17][CH:16]=3)=[N:3]1. The catalyst class is: 30. (2) Reactant: C([N-]C(C)C)(C)C.[Li+].[Cl:9][C:10]([Cl:21])([Cl:20])[C@@H:11]1[N:15]2[CH2:16][CH2:17][CH2:18][C@H:14]2[C:13](=[O:19])[O:12]1.[CH3:22][O:23][CH2:24]Cl.O. Product: [CH3:22][O:23][CH2:24][C@@:14]12[CH2:18][CH2:17][CH2:16][N:15]1[C@@H:11]([C:10]([Cl:9])([Cl:20])[Cl:21])[O:12][C:13]2=[O:19]. The catalyst class is: 1. (3) Reactant: [Br:1][C:2]1[CH:9]=[CH:8][C:5]([CH2:6][NH2:7])=[C:4]([F:10])[CH:3]=1.[CH3:11][O:12][C:13]([C:15]1[S:16][C:17]([C:22]([CH3:25])([CH3:24])[CH3:23])=[CH:18][C:19]=1[CH2:20]Br)=[O:14].C(=O)([O-])[O-].[Cs+].[Cs+]. Product: [CH3:11][O:12][C:13]([C:15]1[S:16][C:17]([C:22]([CH3:25])([CH3:24])[CH3:23])=[CH:18][C:19]=1[CH2:20][NH:7][CH2:6][C:5]1[CH:8]=[CH:9][C:2]([Br:1])=[CH:3][C:4]=1[F:10])=[O:14]. The catalyst class is: 10. (4) Reactant: CCN(C(C)C)C(C)C.[CH3:10][O:11][C:12]1[CH:13]=[CH:14][CH:15]=[C:16]2[C:21]=1[O:20][C:19](=[O:22])[C:18]([C:23]([OH:25])=O)=[CH:17]2.CN(C(ON1N=NC2C=CC=NC1=2)=[N+](C)C)C.F[P-](F)(F)(F)(F)F.[CH3:50][O:51][C:52]1[N:57]=[CH:56][C:55]([C:58]2[CH:59]=[C:60]([NH2:64])[CH:61]=[CH:62][CH:63]=2)=[CH:54][N:53]=1. Product: [CH3:50][O:51][C:52]1[N:53]=[CH:54][C:55]([C:58]2[CH:59]=[C:60]([NH:64][C:23]([C:18]3[C:19](=[O:22])[O:20][C:21]4[C:16]([CH:17]=3)=[CH:15][CH:14]=[CH:13][C:12]=4[O:11][CH3:10])=[O:25])[CH:61]=[CH:62][CH:63]=2)=[CH:56][N:57]=1. The catalyst class is: 3.